Task: Predict the reactants needed to synthesize the given product.. Dataset: Full USPTO retrosynthesis dataset with 1.9M reactions from patents (1976-2016) The reactants are: C([O:3][C:4]([C:6]1[NH:10][C:9]2[S:11][C:12]([Cl:14])=[CH:13][C:8]=2[C:7]=1[Cl:15])=[O:5])C.Cl. Given the product [Cl:14][C:12]1[S:11][C:9]2[NH:10][C:6]([C:4]([OH:5])=[O:3])=[C:7]([Cl:15])[C:8]=2[CH:13]=1, predict the reactants needed to synthesize it.